This data is from Full USPTO retrosynthesis dataset with 1.9M reactions from patents (1976-2016). The task is: Predict the reactants needed to synthesize the given product. (1) Given the product [C:13]([O:12][C:11]([NH:10][C:7]1[CH:8]=[CH:9][C:4]([CH2:3][CH:2]([NH:19][C:18](=[O:27])[O:20][CH2:21][CH2:22][CH2:66][C:62]#[CH:63])[P:39]([O:38][C:35]2[CH:36]=[CH:37][C:32]([NH:31][C:28](=[O:30])[CH3:29])=[CH:33][CH:34]=2)([O:40][C:41]2[CH:42]=[CH:43][C:44]([NH:47][C:48](=[O:50])[CH3:49])=[CH:45][CH:46]=2)=[O:51])=[CH:5][CH:6]=1)=[O:17])([CH3:16])([CH3:15])[CH3:14], predict the reactants needed to synthesize it. The reactants are: O[CH2:2][CH2:3][C:4]1[CH:9]=[CH:8][C:7]([NH:10][C:11](=[O:17])[O:12][C:13]([CH3:16])([CH3:15])[CH3:14])=[CH:6][CH:5]=1.[C:18](=[O:27])([O:20][CH2:21][CH2:22]OCC#C)[NH2:19].[C:28]([NH:31][C:32]1[CH:37]=[CH:36][C:35]([O:38][P:39]([O:51]C2C=CC(NC(=O)C)=CC=2)[O:40][C:41]2[CH:46]=[CH:45][C:44]([NH:47][C:48](=[O:50])[CH3:49])=[CH:43][CH:42]=2)=[CH:34][CH:33]=1)(=[O:30])[CH3:29].[CH2:62]1[CH2:66]OC[CH2:63]1. (2) Given the product [CH2:33]([CH:32]([C:31]1[C:26]2[N:27]([C:23]([C:21]3[S:22][C:18]([C:6]4[N:2]([CH3:1])[N:3]=[CH:4][N:5]=4)=[CH:19][C:20]=3[CH3:39])=[C:24]([CH3:38])[N:25]=2)[N:28]=[C:29]([CH3:37])[CH:30]=1)[CH2:35][CH3:36])[CH3:34], predict the reactants needed to synthesize it. The reactants are: [CH3:1][N:2]1[CH:6]=[N:5][CH:4]=[N:3]1.C1COCC1.C([Li])CCC.Br[C:18]1[S:22][C:21]([C:23]2[N:27]3[N:28]=[C:29]([CH3:37])[CH:30]=[C:31]([CH:32]([CH2:35][CH3:36])[CH2:33][CH3:34])[C:26]3=[N:25][C:24]=2[CH3:38])=[C:20]([CH3:39])[CH:19]=1. (3) Given the product [Cl:25][CH2:2][C:3]1[N:8]=[C:7]([NH:9][C:10](=[O:16])[O:11][C:12]([CH3:15])([CH3:14])[CH3:13])[CH:6]=[CH:5][CH:4]=1, predict the reactants needed to synthesize it. The reactants are: O[CH2:2][C:3]1[N:8]=[C:7]([NH:9][C:10](=[O:16])[O:11][C:12]([CH3:15])([CH3:14])[CH3:13])[CH:6]=[CH:5][CH:4]=1.N1C=CC=CC=1.O=S(Cl)[Cl:25]. (4) The reactants are: Cl.Cl.Cl.[O:4]1[C:8]2=[C:9]([N:13]3[CH2:18][CH2:17][N:16]([CH2:19][CH2:20][C@H:21]4[CH2:26][CH2:25][C@H:24]([NH2:27])[CH2:23][CH2:22]4)[CH2:15][CH2:14]3)[N:10]=[CH:11][CH:12]=[C:7]2[CH2:6][CH2:5]1.[OH:28][C:29]1([C:33](O)=[O:34])[CH2:32][CH2:31][CH2:30]1. Given the product [O:4]1[C:8]2=[C:9]([N:13]3[CH2:18][CH2:17][N:16]([CH2:19][CH2:20][C@H:21]4[CH2:26][CH2:25][C@H:24]([NH:27][C:33]([C:29]5([OH:28])[CH2:32][CH2:31][CH2:30]5)=[O:34])[CH2:23][CH2:22]4)[CH2:15][CH2:14]3)[N:10]=[CH:11][CH:12]=[C:7]2[CH2:6][CH2:5]1, predict the reactants needed to synthesize it. (5) Given the product [CH3:3][O:4][C:5](=[O:31])[CH:6]([NH:15][C:16]1[CH:21]=[CH:20][CH:19]=[CH:18][C:17]=1[C:22](=[O:30])[C:23]1[CH:28]=[CH:27][C:26]([F:29])=[CH:25][CH:24]=1)[CH2:7][C:8]1[CH:9]=[CH:10][C:11]([O:14][CH2:34][CH2:33][Br:32])=[CH:12][CH:13]=1, predict the reactants needed to synthesize it. The reactants are: [OH-].[K+].[CH3:3][O:4][C:5](=[O:31])[CH:6]([NH:15][C:16]1[CH:21]=[CH:20][CH:19]=[CH:18][C:17]=1[C:22](=[O:30])[C:23]1[CH:28]=[CH:27][C:26]([F:29])=[CH:25][CH:24]=1)[CH2:7][C:8]1[CH:13]=[CH:12][C:11]([OH:14])=[CH:10][CH:9]=1.[Br:32][CH2:33][CH2:34]Br. (6) Given the product [CH2:31]([O:1][C:2]1[CH:7]=[C:6]([O:8][CH2:9][O:10][CH2:11][CH2:12][O:13][CH3:14])[CH:5]=[C:4]([O:15][CH2:16][O:17][CH2:18][CH2:19][O:20][CH3:21])[C:3]=1[C:22](=[O:24])[CH3:23])[C:32]1[CH:37]=[CH:36][CH:35]=[CH:34][CH:33]=1, predict the reactants needed to synthesize it. The reactants are: [OH:1][C:2]1[CH:7]=[C:6]([O:8][CH2:9][O:10][CH2:11][CH2:12][O:13][CH3:14])[CH:5]=[C:4]([O:15][CH2:16][O:17][CH2:18][CH2:19][O:20][CH3:21])[C:3]=1[C:22](=[O:24])[CH3:23].C(=O)([O-])[O-].[K+].[K+].[CH2:31](Br)[C:32]1[CH:37]=[CH:36][CH:35]=[CH:34][CH:33]=1. (7) Given the product [CH3:1][C@H:2]1[CH2:7][CH2:6][CH2:5][N:4]([CH2:8][C:9]2[N:14]=[C:13]([NH:15][C:16]([NH:18][C:19]3[N:20]=[C:21]([C:24]4[CH:25]=[CH:26][N:27]=[CH:28][CH:29]=4)[S:22][CH:23]=3)=[O:17])[CH:12]=[CH:11][CH:10]=2)[CH2:3]1, predict the reactants needed to synthesize it. The reactants are: [CH3:1][CH:2]1[CH2:7][CH2:6][CH2:5][N:4]([CH2:8][C:9]2[N:14]=[C:13]([NH:15][C:16]([NH:18][C:19]3[N:20]=[C:21]([C:24]4[CH:29]=[CH:28][N:27]=[CH:26][CH:25]=4)[S:22][CH:23]=3)=[O:17])[CH:12]=[CH:11][CH:10]=2)[CH2:3]1. (8) Given the product [OH:29][C:13]([C:25]([F:28])([F:26])[F:27])([CH2:14][CH:15]1[C:24]2[C:19](=[CH:20][CH:21]=[CH:22][CH:23]=2)[S:18][CH2:17][CH2:16]1)[CH:12]=[O:11], predict the reactants needed to synthesize it. The reactants are: CS(C)=O.C(Cl)(=O)C(Cl)=O.[OH:11][CH2:12][C:13]([OH:29])([C:25]([F:28])([F:27])[F:26])[CH2:14][CH:15]1[C:24]2[C:19](=[CH:20][CH:21]=[CH:22][CH:23]=2)[S:18][CH2:17][CH2:16]1.C(N(CC)CC)C. (9) Given the product [Br:35][C:8]1[N:7]=[CH:6][CH:5]=[CH:4][C:23]=1[C:18]([N:24]1[CH2:29][CH2:28][CH2:27][CH2:26][CH:25]1[C:30]([O:32][CH2:33][CH3:34])=[O:31])=[O:13], predict the reactants needed to synthesize it. The reactants are: Cl.CN(C)[CH2:4][CH2:5][CH2:6][N:7]=[C:8]=NCC.[OH2:13].ON1C2C=CC=[CH:23][C:18]=2N=N1.[NH:24]1[CH2:29][CH2:28][CH2:27][CH2:26][CH:25]1[C:30]([O:32][CH2:33][CH3:34])=[O:31].[Br:35]C1C=NC=C(C=1)C(O)=O.